Dataset: Experimentally validated miRNA-target interactions with 360,000+ pairs, plus equal number of negative samples. Task: Binary Classification. Given a miRNA mature sequence and a target amino acid sequence, predict their likelihood of interaction. (1) The miRNA is mmu-miR-125a-3p with sequence ACAGGUGAGGUUCUUGGGAGCC. The protein sequence of the target gene is MAASTMSICSSACTNSWQVDDCPESCCELPCGTPSCCAPAPCLTLVCTPVSCVSSPCCQAACEPSACQSGCTSSCTPSCCQQSSCQPACCTSSPCQQACCVPVCCKPVCCVPVCCGASSCCQQSSCQPACCASSSCQQSCRVPVCCKAVCCVPTCSESSSSCCQQSSCQPACCTSSPCQQSCCVSVCCKPVCCKSICCVPVCSGASSPCCQQSSCQPACCTSSCCRPSSSVSLLCRPVCSRPASCSFSSGQKSSC. Result: 0 (no interaction). (2) The miRNA is mmu-miR-21a-3p with sequence CAACAGCAGUCGAUGGGCUGUC. The protein sequence of the target gene is MPPPSDIVKVAIEWPGAYPKLMEIDQKKPLSAIIKEVCDGWSLANHEYFALQHADSSNFYITEKNRNEIKNGTILRLTTSPAQNAQQLHERIQSSSMDAKLEALKDLASLSRDVTFAQEFINLDGISLLTQMVESGTERYQKLQKIMKPCFGDMLSFTLTAFVELMDHGIVSWDTFSVAFIKKIASFVNKSAIDISILQRSLAILESMVLNSHDLYQKVAQEITIGQLIPHLQGTDQEIQTYTIAVINALFLKAPDERRQEMANILAQKQLRYIILTHVIRAQRAINNEMAHQLYVLQVL.... Result: 0 (no interaction). (3) The miRNA is hsa-miR-2052 with sequence UGUUUUGAUAACAGUAAUGU. The protein sequence of the target gene is MSRQVVRSSKFRHVFGQPAKADQCYEDVRVSQTTWDSGFCAVNPKFMALICEASGGGAFLVLPLGKTGRVDKNVPLVCGHTAPVLDIAWCPHNDNVIASGSEDCTVMVWEIPDGGLVLPLREPVITLEGHTKRVGIVAWHPTAQNVLLSAGCDNVILVWDVGTGAAVLTLGPDVHPDTIYSVDWSRDGALICTSCRDKRVRVIEPRKGTVVAEKDRPHEGTRPVHAVFVSEGKILTTGFSRMSERQVALWDTKHLEEPLSLQELDTSSGVLLPFFDPDTNIVYLCGKGDSSIRYFEITSE.... Result: 0 (no interaction). (4) The miRNA is cel-miR-1824-5p with sequence UGGCAGUGUUUCUCCCCCAACUU. The protein sequence of the target gene is MCHVIVTCRSMLWTLLSIVVAFAELVAFMSADWLIGKAKTRSGSGDEQAGMNSEPHYLGILCIRTPAMQQVSRDTLCGTYAKSFGEIASGFWQATAIFLAVGIFILCVVALVSVFTMCVQSIMRKSIFNVCGLLQGIAGLFLILGLILYPAGWGCQKAIDCGRYASPYKPGDCSLGWAFYTATGGTVLTFICAVFSAQAEIATSSDKVQEEIEEGKNLVCLL. Result: 0 (no interaction). (5) The miRNA is hsa-miR-4763-3p with sequence AGGCAGGGGCUGGUGCUGGGCGGG. The protein sequence of the target gene is MAMWQGAMDNRGFQQGSFSSFQNSSSDEDLMDIPATAMDFSMRDDVPPLDREVGEDKSYNGGGIGSSNRIMDFLEEPIPGVGTYDDFNTIDWVREKSRDRDRHREITNKSKESTWALIHSVSDAFSGWLLMLLIGLLSGSLAGLIDISAHWMTDLKEGICTGGFWFNHEHCCWNSEHVTFEERDKCPEWNSWSQLIISTDEGAFAYIVNYFMYVLWALLFAFLAVSLVKVFAPYACGSGIPEIKTILSGFIIRGYLGKWTLVIKTITLVLAVSSGLSLGKEGPLVHVACCCGNILCHCFN.... Result: 1 (interaction). (6) The miRNA is hsa-miR-3622a-3p with sequence UCACCUGACCUCCCAUGCCUGU. The protein sequence of the target gene is MDESALTLGTIDVSYLPNSSEYSIGRCKHATEEWGECGSRPTVFRSATLKWKESLMSRKRPFVGRCCYSCTPQSWDKFFNPSIPSLGLRNVIYINETHTRHRGWLARRLSYVLFIQERDVHKGMFATNVTENVLNSSRVQEAIAEVAGELNPDGSAQQQSKAVNKVKKKARKILQEMVATVSPAMIRLTGWVLLKLFNSFFWNIQIHKGQLEMVKAATETNLPLIFLPVHRSHIDYLLLTFILFCHNIKAPYIASGNNLNIPIFSTLIHKLGGFFIRRRLDETPDGRKDILYRALLHGHI.... Result: 0 (no interaction). (7) The miRNA is hsa-miR-4691-5p with sequence GUCCUCCAGGCCAUGAGCUGCGG. The protein sequence of the target gene is MAPSSKSERNSGAGSGGGGPGGAGGKRAAGRRREHVLKQLERVKISGQLSPRLFRKLPPRVCVSLKNIVDEDFLYAGHIFLGFSKCGRYVLSYTSSSGDDDFSFYIYHLYWWEFNVHSKLKLVRQVRLFQDEEIYSDLYLTVCEWPSDASKVIVFGFNTRSANGMLMNMMMMSDENHRDIYVSTVAVPPPGRCAACQDASRAHPGDPNAQCLRHGFMLHTKYQVVYPFPTFQPAFQLKKDQVVLLNTSYSLVACAVSVHSAGDRSFCQILYDHSTCPLAPASPPEPQSPELPPALPSFCP.... Result: 0 (no interaction). (8) The miRNA is hsa-miR-6774-3p with sequence UCGUGUCCCUCUUGUCCACAG. The protein sequence of the target gene is MELYETSPYFYQEPRFYDGENYLPVHLQGFEPPGYERTELTLSPEAPGPLEDKGLGTPEHCPGQCLPWACKVCKRKSVSVDRRRAATLREKRRLKKVNEAFEALKRSTLLNPNQRLPKVEILRSAIQYIERLQALLSSLNQEERDLRYRGGGGPQPGVPSECSSHSASCSPEWGSALEFSANPGDHLLTADPTDAHNLHSLTSIVDSITVEDVSVAFPDETMPN. Result: 0 (no interaction). (9) The miRNA is hsa-miR-6784-5p with sequence GCCGGGGCUUUGGGUGAGGG. The protein sequence of the target gene is MGIKFLEVIKPFCAVLPEIQKPERKIQFREKVLWTAITLFIFLVCCQIPLFGIMSSDSADPFYWMRVILASNRGTLMELGISPIVTSGLIMQLLAGAKIIEVGDTPKDRALFNGAQKLFGMIITIGQAIVYVMTGMYGDPAEMGAGICLLIIIQLFVAGLIVLLLDELLQKGYGLGSGISLFIATNICETIVWKAFSPTTINTGRGTEFEGAVIALFHLLATRTDKVRALREAFYRQNLPNLMNLIATVFVFAVVIYFQGFRVDLPIKSARYRGQYSSYPIKLFYTSNIPIILQSALVSN.... Result: 0 (no interaction).